From a dataset of Reaction yield outcomes from USPTO patents with 853,638 reactions. Predict the reaction yield, written as a fraction of the theoretical maximum amount of product (1.0 means a 100% yield; for example, 0.34 means a 34% yield). (1) The reactants are [OH:1][C:2]1[CH:7]=[C:6]([O:8][CH2:9][CH2:10][O:11][CH3:12])[CH:5]=[CH:4][C:3]=1[CH2:13][CH2:14][C:15]([O:17][CH2:18][CH3:19])=[O:16].C(=O)([O-])[O-].[K+].[K+].[CH2:26](Br)[C:27]1[CH:32]=[CH:31][CH:30]=[CH:29][CH:28]=1.[Cl-].[NH4+]. The catalyst is CN(C)C=O.C(OCC)(=O)C. The product is [CH2:26]([O:1][C:2]1[CH:7]=[C:6]([O:8][CH2:9][CH2:10][O:11][CH3:12])[CH:5]=[CH:4][C:3]=1[CH2:13][CH2:14][C:15]([O:17][CH2:18][CH3:19])=[O:16])[C:27]1[CH:32]=[CH:31][CH:30]=[CH:29][CH:28]=1. The yield is 0.960. (2) The reactants are [C:1]([O:5][C:6](=[O:42])[N:7]([C@H:11]1[CH2:19][CH2:18][CH2:17][C@H:16]([CH2:20][C:21]2[CH:26]=[CH:25][C:24]([O:27][CH3:28])=[CH:23][CH:22]=2)[C@@H:15]([O:29][Si](C(C)C)(C(C)C)C(C)C)[C@H:14]([CH3:40])[O:13][C:12]1=[O:41])[CH2:8][O:9][CH3:10])([CH3:4])([CH3:3])[CH3:2].CCCC[N+](CCCC)(CCCC)CCCC.[F-]. The catalyst is C1COCC1. The product is [C:1]([O:5][C:6](=[O:42])[N:7]([C@H:11]1[CH2:19][CH2:18][CH2:17][C@H:16]([CH2:20][C:21]2[CH:26]=[CH:25][C:24]([O:27][CH3:28])=[CH:23][CH:22]=2)[C@@H:15]([OH:29])[C@H:14]([CH3:40])[O:13][C:12]1=[O:41])[CH2:8][O:9][CH3:10])([CH3:3])([CH3:2])[CH3:4]. The yield is 0.590. (3) The yield is 0.240. The product is [CH3:23][S:24]([O:21][C:18]1[CH:17]=[CH:16][C:15]([C:12]2[C:11]3[CH:22]=[C:7]([C:5]4[O:6][C:2]([CH3:1])=[N:3][N:4]=4)[CH:8]=[CH:9][C:10]=3[O:14][CH:13]=2)=[CH:20][CH:19]=1)(=[O:26])=[O:25]. The catalyst is CN(C)C=O.C(OCC)(=O)C. The reactants are [CH3:1][C:2]1[O:6][C:5]([C:7]2[CH:8]=[CH:9][C:10]3[O:14][CH:13]=[C:12]([C:15]4[CH:20]=[CH:19][C:18]([OH:21])=[CH:17][CH:16]=4)[C:11]=3[CH:22]=2)=[N:4][N:3]=1.[CH3:23][S:24](Cl)(=[O:26])=[O:25].C(=O)([O-])[O-].[K+].[K+]. (4) The reactants are [CH3:1][C:2]1[CH:7]=[C:6]([CH3:8])[CH:5]=[CH:4][C:3]=1[NH:9][C:10]([CH:12]([NH:15][CH2:16][C:17]1[CH:33]=[CH:32][C:20]([O:21][C:22]([CH3:31])([CH3:30])[C:23]([O:25]C(C)(C)C)=[O:24])=[CH:19][CH:18]=1)[CH2:13][CH3:14])=[O:11].FC(F)(F)C(O)=O. The catalyst is ClCCl. The product is [CH3:1][C:2]1[CH:7]=[C:6]([CH3:8])[CH:5]=[CH:4][C:3]=1[NH:9][C:10]([CH:12]([NH:15][CH2:16][C:17]1[CH:18]=[CH:19][C:20]([O:21][C:22]([CH3:30])([CH3:31])[C:23]([OH:25])=[O:24])=[CH:32][CH:33]=1)[CH2:13][CH3:14])=[O:11]. The yield is 0.720. (5) The reactants are C(OC([C@H:11]1[C:24](=[O:25])[N:23]([CH:26]2[CH2:30][CH2:29][N:28]([C:31]([O:33][C:34]([CH3:37])([CH3:36])[CH3:35])=[O:32])[CH2:27]2)[CH2:22][C:14]2[C:15]3[CH:16]=[N:17][NH:18][C:19]=3[CH:20]=[CH:21][C:13]=2[CH2:12]1)=O)C1C=CC=CC=1.[H][H].C(N(CC)CC)C.C1C(=O)[N:51](OC(ON2C(=O)CCC2=O)=O)[C:49](=[O:50])C1.C(O)(=O)C.[NH:69]1[CH2:74][CH2:73][CH:72]([N:75]2[CH2:84][C:83]3[C:78](=[CH:79][CH:80]=[CH:81][CH:82]=3)[NH:77][C:76]2=[O:85])[CH2:71][CH2:70]1. The catalyst is CO.[Pd].ClCCl.C(O)(=O)C. The product is [O:25]=[C:24]1[N:23]([CH:26]2[CH2:30][CH2:29][N:28]([C:31]([O:33][C:34]([CH3:37])([CH3:35])[CH3:36])=[O:32])[CH2:27]2)[CH2:22][C:14]2[C:15]3[CH:16]=[N:17][NH:18][C:19]=3[CH:20]=[CH:21][C:13]=2[CH2:12][C@H:11]1[NH:51][C:49]([N:69]1[CH2:70][CH2:71][CH:72]([N:75]2[CH2:84][C:83]3[C:78](=[CH:79][CH:80]=[CH:81][CH:82]=3)[NH:77][C:76]2=[O:85])[CH2:73][CH2:74]1)=[O:50]. The yield is 0.240.